This data is from Full USPTO retrosynthesis dataset with 1.9M reactions from patents (1976-2016). The task is: Predict the reactants needed to synthesize the given product. (1) Given the product [NH2:5][C:6]1[CH:11]=[CH:10][N:9]([CH:12]2[S:13][C@H:14]([CH2:27][OH:28])[C@@H:15]([OH:18])[C@@H:16]2[F:17])[C:8](=[O:37])[N:7]=1, predict the reactants needed to synthesize it. The reactants are: B(Cl)(Cl)Cl.[NH2:5][C:6]1[CH:11]=[CH:10][N:9]([CH:12]2[C@@H:16]([F:17])[C@H:15]([O:18]CC3C=CC(Cl)=CC=3)[C@@H:14]([CH2:27][O:28]CC3C=CC(Cl)=CC=3)[S:13]2)[C:8](=[O:37])[N:7]=1.CO. (2) Given the product [F:1][C:2]1[CH:3]=[C:4]([N:9]2[C:14](=[O:15])[C:13]([O:16][CH2:17][CH2:18][C:19]([OH:22])([CH3:21])[CH3:20])=[C:12]([C:29]3[CH:30]=[CH:31][C:26]([S:25][CH3:24])=[CH:27][CH:28]=3)[CH:11]=[N:10]2)[CH:5]=[CH:6][C:7]=1[F:8], predict the reactants needed to synthesize it. The reactants are: [F:1][C:2]1[CH:3]=[C:4]([N:9]2[C:14](=[O:15])[C:13]([O:16][CH2:17][CH2:18][C:19]([OH:22])([CH3:21])[CH3:20])=[C:12](Br)[CH:11]=[N:10]2)[CH:5]=[CH:6][C:7]=1[F:8].[CH3:24][S:25][C:26]1[CH:31]=[CH:30][C:29](B(O)O)=[CH:28][CH:27]=1.C([O-])([O-])=O.[K+].[K+]. (3) Given the product [CH2:8]([O:5][C:3](=[O:4])[CH2:2][C:1]([C@@H:21]1[CH2:22][CH2:23][N:18]([C:16]([O:15][CH3:14])=[O:17])[C@@H:19]([CH2:27][C:28]2[CH:33]=[CH:32][CH:31]=[C:30]([C:34]([F:36])([F:35])[F:37])[CH:29]=2)[CH2:20]1)=[O:7])[CH3:9].[CH2:43]([O:7][C:1](=[O:6])[CH2:2][C:3]([C@H:21]1[CH2:22][CH2:23][N:18]([C:16]([O:15][CH3:14])=[O:17])[C@@H:19]([CH2:27][C:28]2[CH:33]=[CH:32][CH:31]=[C:30]([C:34]([F:37])([F:36])[F:35])[CH:29]=2)[CH2:20]1)=[O:5])[CH3:44], predict the reactants needed to synthesize it. The reactants are: [C:1]([OH:7])(=[O:6])[CH2:2][C:3]([OH:5])=[O:4].[CH2:8]([K])[CH3:9].[Mg+2].[Cl-].[Cl-].[CH3:14][O:15][C:16]([N:18]1[CH2:23][CH2:22][CH:21](C(O)=O)[CH2:20][CH:19]1[CH2:27][C:28]1[CH:33]=[CH:32][CH:31]=[C:30]([C:34]([F:37])([F:36])[F:35])[CH:29]=1)=[O:17].C(N1C=CN=C1)(N1[CH:44]=[CH:43]N=C1)=O.